Dataset: NCI-60 drug combinations with 297,098 pairs across 59 cell lines. Task: Regression. Given two drug SMILES strings and cell line genomic features, predict the synergy score measuring deviation from expected non-interaction effect. (1) Drug 1: C1=C(C(=O)NC(=O)N1)N(CCCl)CCCl. Drug 2: CC1C(C(CC(O1)OC2CC(CC3=C2C(=C4C(=C3O)C(=O)C5=CC=CC=C5C4=O)O)(C(=O)C)O)N)O. Cell line: HOP-62. Synergy scores: CSS=48.7, Synergy_ZIP=-4.54, Synergy_Bliss=-5.78, Synergy_Loewe=-2.70, Synergy_HSA=-0.522. (2) Drug 1: COC1=CC(=CC(=C1O)OC)C2C3C(COC3=O)C(C4=CC5=C(C=C24)OCO5)OC6C(C(C7C(O6)COC(O7)C8=CC=CS8)O)O. Drug 2: CCCS(=O)(=O)NC1=C(C(=C(C=C1)F)C(=O)C2=CNC3=C2C=C(C=N3)C4=CC=C(C=C4)Cl)F. Cell line: LOX IMVI. Synergy scores: CSS=53.1, Synergy_ZIP=-1.08, Synergy_Bliss=-2.10, Synergy_Loewe=5.34, Synergy_HSA=7.37. (3) Drug 1: C1=C(C(=O)NC(=O)N1)N(CCCl)CCCl. Drug 2: CS(=O)(=O)CCNCC1=CC=C(O1)C2=CC3=C(C=C2)N=CN=C3NC4=CC(=C(C=C4)OCC5=CC(=CC=C5)F)Cl. Synergy scores: CSS=3.66, Synergy_ZIP=-2.51, Synergy_Bliss=-0.0697, Synergy_Loewe=-5.25, Synergy_HSA=-3.65. Cell line: HS 578T. (4) Drug 1: C1CCC(C1)C(CC#N)N2C=C(C=N2)C3=C4C=CNC4=NC=N3. Drug 2: CC(C)(C#N)C1=CC(=CC(=C1)CN2C=NC=N2)C(C)(C)C#N. Cell line: T-47D. Synergy scores: CSS=-6.56, Synergy_ZIP=3.35, Synergy_Bliss=0.711, Synergy_Loewe=-3.30, Synergy_HSA=-4.51. (5) Drug 1: COC1=CC(=CC(=C1O)OC)C2C3C(COC3=O)C(C4=CC5=C(C=C24)OCO5)OC6C(C(C7C(O6)COC(O7)C8=CC=CS8)O)O. Drug 2: C1CCC(CC1)NC(=O)N(CCCl)N=O. Cell line: EKVX. Synergy scores: CSS=27.8, Synergy_ZIP=-8.06, Synergy_Bliss=-2.47, Synergy_Loewe=-22.7, Synergy_HSA=-1.13. (6) Drug 1: COC1=C(C=C2C(=C1)N=CN=C2NC3=CC(=C(C=C3)F)Cl)OCCCN4CCOCC4. Drug 2: CCC1(CC2CC(C3=C(CCN(C2)C1)C4=CC=CC=C4N3)(C5=C(C=C6C(=C5)C78CCN9C7C(C=CC9)(C(C(C8N6C=O)(C(=O)OC)O)OC(=O)C)CC)OC)C(=O)OC)O.OS(=O)(=O)O. Cell line: MDA-MB-231. Synergy scores: CSS=38.9, Synergy_ZIP=0.397, Synergy_Bliss=8.71, Synergy_Loewe=7.85, Synergy_HSA=9.12. (7) Drug 1: CN1CCC(CC1)COC2=C(C=C3C(=C2)N=CN=C3NC4=C(C=C(C=C4)Br)F)OC. Drug 2: CC=C1C(=O)NC(C(=O)OC2CC(=O)NC(C(=O)NC(CSSCCC=C2)C(=O)N1)C(C)C)C(C)C. Cell line: SNB-75. Synergy scores: CSS=40.8, Synergy_ZIP=-3.30, Synergy_Bliss=-3.72, Synergy_Loewe=-34.6, Synergy_HSA=-2.03.